Dataset: Peptide-MHC class I binding affinity with 185,985 pairs from IEDB/IMGT. Task: Regression. Given a peptide amino acid sequence and an MHC pseudo amino acid sequence, predict their binding affinity value. This is MHC class I binding data. (1) The peptide sequence is VVIVENDNV. The MHC is HLA-A02:03 with pseudo-sequence HLA-A02:03. The binding affinity (normalized) is 0.0253. (2) The peptide sequence is PSILPSLIK. The MHC is HLA-A68:01 with pseudo-sequence HLA-A68:01. The binding affinity (normalized) is 0.0186. (3) The peptide sequence is YFHKRDMRL. The binding affinity (normalized) is 0.0847. The MHC is HLA-A69:01 with pseudo-sequence HLA-A69:01. (4) The peptide sequence is FLWWNAAPA. The MHC is HLA-A02:12 with pseudo-sequence HLA-A02:12. The binding affinity (normalized) is 1.00. (5) The peptide sequence is ELADTSLSGY. The MHC is HLA-A23:01 with pseudo-sequence HLA-A23:01. The binding affinity (normalized) is 0. (6) The peptide sequence is RQAGFLGL. The MHC is Mamu-B08 with pseudo-sequence Mamu-B08. The binding affinity (normalized) is 0.648.